Predict the reactants needed to synthesize the given product. From a dataset of Full USPTO retrosynthesis dataset with 1.9M reactions from patents (1976-2016). (1) Given the product [Br:1][C:2]1[CH:7]=[CH:6][C:5]([NH:8][C:9]2[CH:14]=[CH:13][C:12]([C:15]([C:17]3[CH:22]=[CH:21][CH:20]=[CH:19][C:18]=3[CH3:23])=[O:16])=[C:11]([Cl:24])[CH:10]=2)=[C:4]([CH:3]=1)[CH2:25][O:26][CH2:27][CH2:28][N:30]1[C:35](=[O:36])[CH2:34][O:33][CH2:32][C:31]1=[O:37], predict the reactants needed to synthesize it. The reactants are: [Br:1][C:2]1[CH:7]=[CH:6][C:5]([NH:8][C:9]2[CH:14]=[CH:13][C:12]([C:15]([C:17]3[CH:22]=[CH:21][CH:20]=[CH:19][C:18]=3[CH3:23])=[O:16])=[C:11]([Cl:24])[CH:10]=2)=[C:4]([CH2:25][O:26][CH2:27][CH2:28]O)[CH:3]=1.[NH:30]1[C:35](=[O:36])[CH2:34][O:33][CH2:32][C:31]1=[O:37].C1(P(C2C=CC=CC=2)C2C=CC=CC=2)C=CC=CC=1.N(C(OCC)=O)=NC(OCC)=O. (2) Given the product [CH2:1]([O:3][C:4]([C:6]1[C:15](=[O:16])[C:14]2[C:9](=[CH:10][CH:11]=[C:12]([C:22]#[C:21][CH2:20][O:23][CH2:24][CH2:25][NH:26][C:27]([O:28][C:29]([CH3:32])([CH3:31])[CH3:30])=[O:33])[CH:13]=2)[N:8]([CH2:18][CH3:19])[CH:7]=1)=[O:5])[CH3:2], predict the reactants needed to synthesize it. The reactants are: [CH2:1]([O:3][C:4]([C:6]1[C:15](=[O:16])[C:14]2[C:9](=[CH:10][CH:11]=[C:12](I)[CH:13]=2)[N:8]([CH2:18][CH3:19])[CH:7]=1)=[O:5])[CH3:2].[CH2:20]([O:23][CH2:24][CH2:25][NH:26][C:27](=[O:33])[O:28][C:29]([CH3:32])([CH3:31])[CH3:30])[CH2:21][CH3:22]. (3) Given the product [CH:7]1[C:8]2[C:3](=[CH:2][CH:11]=[CH:10][CH:9]=2)[CH:4]=[CH:5][N:6]=1, predict the reactants needed to synthesize it. The reactants are: C[C:2]1[C:11](C)=[C:10](C)[C:9](C)=[C:8]2[C:3]=1[CH:4]=[CH:5][N:6]=[CH:7]2.C1N2CN3CN(C2)CN1C3. (4) Given the product [C:1]([O:5][C:6]([N:8]1[CH2:13][CH2:12][CH:11]([CH2:14][CH2:15][CH2:16][C:17]([C:18]2[O:19][C:20]([C:36]([OH:37])=[O:35])=[CH:21][N:22]=2)=[O:23])[CH2:10][CH2:9]1)=[O:7])([CH3:4])([CH3:2])[CH3:3], predict the reactants needed to synthesize it. The reactants are: [C:1]([O:5][C:6]([N:8]1[CH2:13][CH2:12][CH:11]([CH2:14][CH2:15][CH2:16][CH:17]([O:23][Si](C(C)(C)C)(C)C)[C:18]2[O:19][CH:20]=[CH:21][N:22]=2)[CH2:10][CH2:9]1)=[O:7])([CH3:4])([CH3:3])[CH3:2].C([O:35][C:36](N1CCC(CCCC(O)C2OC=CN=2)CC1)=[O:37])(C)(C)C.N1C=CN=C1.[Si](Cl)(C(C)(C)C)(C)C. (5) Given the product [Br:1][C:2]1[CH:3]=[C:4]([CH:5]=[CH:6][CH:7]=1)[O:8][C:16]([CH3:23])([CH3:22])[C:17]([O:19][CH2:20][CH3:21])=[O:18], predict the reactants needed to synthesize it. The reactants are: [Br:1][C:2]1[CH:3]=[C:4]([OH:8])[CH:5]=[CH:6][CH:7]=1.C([O-])([O-])=O.[K+].[K+].Br[C:16]([CH3:23])([CH3:22])[C:17]([O:19][CH2:20][CH3:21])=[O:18]. (6) Given the product [CH2:1]([N:4]1[C:12]2[C:7](=[CH:8][CH:9]=[CH:10][C:11]=2[C:13]([F:16])([F:15])[F:14])[C:6]([C:17]2[CH:22]=[CH:21][C:20]([OH:23])=[CH:19][C:18]=2[CH3:25])=[N:5]1)[CH:2]=[CH2:3], predict the reactants needed to synthesize it. The reactants are: [CH2:1]([N:4]1[C:12]2[C:7](=[CH:8][CH:9]=[CH:10][C:11]=2[C:13]([F:16])([F:15])[F:14])[C:6]([C:17]2[CH:22]=[CH:21][C:20]([O:23]C)=[CH:19][C:18]=2[CH3:25])=[N:5]1)[CH:2]=[CH2:3].B(Br)(Br)Br.C1CCCCC=1. (7) Given the product [OH:7][CH2:6][C:5]([NH:4][C:1](=[O:3])[CH3:2])([CH2:11][OH:12])[CH2:16][CH2:17][C:18]1[CH:19]=[CH:20][C:21]([S:24][C:25]2[CH:30]=[CH:29][C:28]([C:31]3[N:32]=[C:33]([CH2:36][CH2:37][CH3:38])[O:34][CH:35]=3)=[CH:27][CH:26]=2)=[CH:22][CH:23]=1, predict the reactants needed to synthesize it. The reactants are: [C:1]([NH:4][C:5]([CH2:16][CH2:17][C:18]1[CH:23]=[CH:22][C:21]([S:24][C:25]2[CH:30]=[CH:29][C:28]([C:31]3[N:32]=[C:33]([CH2:36][CH2:37][CH3:38])[O:34][CH:35]=3)=[CH:27][CH:26]=2)=[CH:20][CH:19]=1)([C:11](OCC)=[O:12])[C:6](OCC)=[O:7])(=[O:3])[CH3:2].OP([O-])([O-])=O.[K+].[K+].[BH4-].[Na+].[OH-].[Na+]. (8) Given the product [CH3:43][O:42][C:35]1[CH:34]=[C:33]([C:56]2[CH:55]=[N:54][N:53]([CH3:52])[CH:57]=2)[CH:38]=[CH:37][C:36]=1[C:2]1[C:11]2[C:6](=[CH:7][C:8]([S:12]([NH:15][C:16]3[S:17][CH:18]=[CH:19][N:20]=3)(=[O:13])=[O:14])=[CH:9][CH:10]=2)[CH:5]=[CH:4][N:3]=1, predict the reactants needed to synthesize it. The reactants are: Cl[C:2]1[C:11]2[C:6](=[CH:7][C:8]([S:12]([N:15](CC3C=CC(OC)=CC=3OC)[C:16]3[S:17][CH:18]=[CH:19][N:20]=3)(=[O:14])=[O:13])=[CH:9][CH:10]=2)[CH:5]=[CH:4][N:3]=1.Cl[C:33]1[CH:38]=[CH:37][C:36](B(O)O)=[C:35]([O:42][CH3:43])[CH:34]=1.P([O-])([O-])([O-])=O.[K+].[K+].[K+].[CH3:52][N:53]1[CH:57]=[C:56](B2OC(C)(C)C(C)(C)O2)[CH:55]=[N:54]1.